From a dataset of Forward reaction prediction with 1.9M reactions from USPTO patents (1976-2016). Predict the product of the given reaction. (1) Given the reactants CC[N:3]=C=NCCCN(C)C.Cl.C1C=CC2N(O)N=NC=2C=1.[Cl:23][C:24]1[CH:25]=[N:26][CH:27]=[C:28]([Cl:49])[C:29]=1[NH:30][C:31]1[C:40]2[C:35](=[C:36]([O:43][CH2:44][C:45]([OH:47])=O)[C:37]([O:41][CH3:42])=[CH:38][CH:39]=2)[O:34][C:33](=[O:48])[CH:32]=1.N, predict the reaction product. The product is: [Cl:23][C:24]1[CH:25]=[N:26][CH:27]=[C:28]([Cl:49])[C:29]=1[NH:30][C:31]1[C:40]2[C:35](=[C:36]([O:43][CH2:44][C:45]([NH2:3])=[O:47])[C:37]([O:41][CH3:42])=[CH:38][CH:39]=2)[O:34][C:33](=[O:48])[CH:32]=1. (2) Given the reactants C([O:4][CH2:5][C:6]([N:8]1[CH2:13][CH2:12][CH:11]([C:14]2[NH:15][C:16]([C:31]3[CH:36]=[CH:35][C:34]([F:37])=[CH:33][C:32]=3[F:38])=[C:17]([C:19]3[CH:20]=[CH:21][C:22]4[N:23]([C:25]([CH:28]([CH3:30])[CH3:29])=[N:26][N:27]=4)[N:24]=3)[N:18]=2)[CH2:10][CH2:9]1)=[O:7])(=O)C.[OH-].[Na+].Cl, predict the reaction product. The product is: [F:38][C:32]1[CH:33]=[C:34]([F:37])[CH:35]=[CH:36][C:31]=1[C:16]1[NH:15][C:14]([CH:11]2[CH2:12][CH2:13][N:8]([C:6](=[O:7])[CH2:5][OH:4])[CH2:9][CH2:10]2)=[N:18][C:17]=1[C:19]1[CH:20]=[CH:21][C:22]2[N:23]([C:25]([CH:28]([CH3:30])[CH3:29])=[N:26][N:27]=2)[N:24]=1. (3) Given the reactants Br[C:2]1[CH:7]=[N:6][C:5]([CH3:8])=[CH:4][N:3]=1.[C:9]([O:13][C:14]([N:16]1[CH:20]=[CH:19][CH:18]=[C:17]1B(O)O)=[O:15])([CH3:12])([CH3:11])[CH3:10].C1(P(C2C=CC=CC=2)C2C=CC=CC=2)C=CC=CC=1.C(=O)([O-])[O-].[K+].[K+], predict the reaction product. The product is: [CH3:8][C:5]1[N:6]=[CH:7][C:2]([C:17]2[N:16]([C:14]([O:13][C:9]([CH3:12])([CH3:11])[CH3:10])=[O:15])[CH:20]=[CH:19][CH:18]=2)=[N:3][CH:4]=1. (4) Given the reactants [O:1]=[C:2]1[C:7]([C:8]2[NH:27][C:11]3=[CH:12][C:13]4[C:14](=[O:26])[N:15]([C:20]5[CH:21]=[N:22][CH:23]=[CH:24][CH:25]=5)[C:16](=[O:19])[C:17]=4[CH:18]=[C:10]3[N:9]=2)=[C:6]([NH:28][C@@H:29]([CH3:41])[CH2:30][C:31]2[C:36]([F:37])=[C:35]([F:38])[CH:34]=[C:33]([F:39])[C:32]=2[F:40])[CH:5]=[CH:4][NH:3]1, predict the reaction product. The product is: [OH:26][CH:14]1[C:13]2[CH:12]=[C:11]3[NH:27][C:8]([C:7]4[C:2](=[O:1])[NH:3][CH:4]=[CH:5][C:6]=4[NH:28][C@@H:29]([CH3:41])[CH2:30][C:31]4[C:32]([F:40])=[C:33]([F:39])[CH:34]=[C:35]([F:38])[C:36]=4[F:37])=[N:9][C:10]3=[CH:18][C:17]=2[C:16](=[O:19])[N:15]1[C:20]1[CH:21]=[N:22][CH:23]=[CH:24][CH:25]=1.